This data is from Forward reaction prediction with 1.9M reactions from USPTO patents (1976-2016). The task is: Predict the product of the given reaction. (1) The product is: [N:51]1([CH2:2][C:3]2[CH:8]=[CH:7][N:6]3[C:9]([C:12]4[CH:13]=[C:14]([C:18]5[C:19]([C:24]#[N:25])=[CH:20][CH:21]=[CH:22][CH:23]=5)[CH:15]=[CH:16][CH:17]=4)=[CH:10][N:11]=[C:5]3[N:4]=2)[CH:55]=[N:54][CH:53]=[N:52]1. Given the reactants O[CH2:2][C:3]1[CH:8]=[CH:7][N:6]2[C:9]([C:12]3[CH:13]=[C:14]([C:18]4[C:19]([C:24]#[N:25])=[CH:20][CH:21]=[CH:22][CH:23]=4)[CH:15]=[CH:16][CH:17]=3)=[CH:10][N:11]=[C:5]2[N:4]=1.C(Br)(Br)(Br)Br.C1(P(C2C=CC=CC=2)C2C=CC=CC=2)C=CC=CC=1.[Na].[NH:51]1[CH:55]=[N:54][CH:53]=[N:52]1, predict the reaction product. (2) Given the reactants Br[C:2]1[CH:3]=[C:4]2[C:9](=[CH:10][CH:11]=1)[C:8](=[O:12])[NH:7][N:6]=[C:5]2[Cl:13].[CH3:14][N:15]1[CH2:20][CH2:19][N:18]([C:21]2[CH:28]=[CH:27][CH:26]=[CH:25][C:22]=2[CH2:23][NH2:24])[CH2:17][CH2:16]1.C1C=CC(P(C2C(C3C(P(C4C=CC=CC=4)C4C=CC=CC=4)=CC=C4C=3C=CC=C4)=C3C(C=CC=C3)=CC=2)C2C=CC=CC=2)=CC=1.CC([O-])(C)C.[Na+], predict the reaction product. The product is: [Cl:13][C:5]1[C:4]2[C:9](=[CH:10][CH:11]=[C:2]([NH:24][CH2:23][C:22]3[CH:25]=[CH:26][CH:27]=[CH:28][C:21]=3[N:18]3[CH2:17][CH2:16][N:15]([CH3:14])[CH2:20][CH2:19]3)[CH:3]=2)[C:8](=[O:12])[NH:7][N:6]=1. (3) The product is: [C@@H:5]12[CH2:18][C@@H:4]1[CH2:3][C@H:2]([C:6]([O:8][CH2:9][CH3:10])=[O:7])[N:1]2[C:11]([O:13][C:14]([CH3:16])([CH3:15])[CH3:17])=[O:12]. Given the reactants [N:1]1([C:11]([O:13][C:14]([CH3:17])([CH3:16])[CH3:15])=[O:12])[CH:5]=[CH:4][CH2:3][C@@H:2]1[C:6]([O:8][CH2:9][CH3:10])=[O:7].[C:18]1(C)C=CC=CC=1.C([Zn]CC)C.ICI.C(=O)([O-])O.[Na+], predict the reaction product. (4) The product is: [NH2:38][C:34]1[CH:33]=[C:32]([C:25]2[N:26]=[C:27]3[N:31]([C:24]=2[C:22]2[CH:21]=[CH:20][N:19]=[C:18]([NH:17][C@@H:13]4[CH2:14][CH2:15][CH2:16][N:11]([S:8]([C:5]5[CH:4]=[CH:3][C:2]([Cl:1])=[CH:7][CH:6]=5)(=[O:10])=[O:9])[CH2:12]4)[N:23]=2)[CH:30]=[CH:29][S:28]3)[CH:37]=[CH:36][CH:35]=1. Given the reactants [Cl:1][C:2]1[CH:7]=[CH:6][C:5]([S:8]([N:11]2[CH2:16][CH2:15][CH2:14][C@@H:13]([NH:17][C:18]3[N:23]=[C:22]([C:24]4[N:31]5[C:27]([S:28][CH:29]=[CH:30]5)=[N:26][C:25]=4[C:32]4[CH:37]=[CH:36][CH:35]=[C:34]([N+:38]([O-])=O)[CH:33]=4)[CH:21]=[CH:20][N:19]=3)[CH2:12]2)(=[O:10])=[O:9])=[CH:4][CH:3]=1.Cl, predict the reaction product. (5) The product is: [NH:6]1[CH:10]=[C:9]([C:11]2[C:12]3[CH:19]=[CH:18][N:17]([CH2:20][O:21][CH2:22][CH2:23][Si:24]([CH3:27])([CH3:26])[CH3:25])[C:13]=3[N:14]=[CH:15][N:16]=2)[CH:8]=[N:7]1. Given the reactants C(OC([N:6]1[CH:10]=[C:9]([C:11]2[C:12]3[CH:19]=[CH:18][N:17]([CH2:20][O:21][CH2:22][CH2:23][Si:24]([CH3:27])([CH3:26])[CH3:25])[C:13]=3[N:14]=[CH:15][N:16]=2)[CH:8]=[N:7]1)C)C.O1CCCC1.Cl.[OH-].[Na+], predict the reaction product. (6) Given the reactants C(=O)([O-])[O-].[Na+].[Na+].[NH:7]1[CH2:12][CH2:11][CH2:10][CH:9]([CH2:13][OH:14])[CH2:8]1.[CH2:15]([O:22][C:23](Cl)=[O:24])[C:16]1[CH:21]=[CH:20][CH:19]=[CH:18][CH:17]=1, predict the reaction product. The product is: [CH2:15]([O:22][C:23]([N:7]1[CH2:12][CH2:11][CH2:10][CH:9]([CH2:13][OH:14])[CH2:8]1)=[O:24])[C:16]1[CH:21]=[CH:20][CH:19]=[CH:18][CH:17]=1.